The task is: Regression/Classification. Given a drug SMILES string, predict its absorption, distribution, metabolism, or excretion properties. Task type varies by dataset: regression for continuous measurements (e.g., permeability, clearance, half-life) or binary classification for categorical outcomes (e.g., BBB penetration, CYP inhibition). For this dataset (lipophilicity_astrazeneca), we predict Y.. This data is from Experimental lipophilicity measurements (octanol/water distribution) for 4,200 compounds from AstraZeneca. (1) The molecule is C[C@@H]1CN(c2noc(C3CC3)n2)CCN1c1ncc(OCc2ccncc2C#N)cn1. The Y is 3.10 logD. (2) The compound is CCOC(=O)c1cc(O)c(-c2ccccc2)nn1. The Y is 0.690 logD. (3) The drug is COc1ccnc(CCc2nc3cc(Br)cnc3[nH]2)c1. The Y is 2.92 logD. (4) The compound is CN[C@@H](C)C(=O)N[C@H](C(=O)N[C@H]1CCCN(C(=O)c2ccccc2)C1)C1CCCCC1. The Y is 0.870 logD. (5) The compound is c1ccc(Nc2ccnc(Nc3ccccc3)n2)cc1. The Y is 4.06 logD.